This data is from Forward reaction prediction with 1.9M reactions from USPTO patents (1976-2016). The task is: Predict the product of the given reaction. (1) Given the reactants ON1C2N=CC=CC=2N=N1.[NH:11]1[CH2:16][CH2:15][O:14][CH2:13][CH2:12]1.[CH:17]1([C:20]2[C:28]3[C:23](=[CH:24][C:25]([C:29](O)=[O:30])=[CH:26][CH:27]=3)[N:22]([C:32]3[N:37]=[CH:36][C:35]([C:38]4[CH:43]=[CH:42][CH:41]=[CH:40][CH:39]=4)=[CH:34][N:33]=3)[N:21]=2)[CH2:19][CH2:18]1, predict the reaction product. The product is: [CH:17]1([C:20]2[C:28]3[C:23](=[CH:24][C:25]([C:29]([N:11]4[CH2:16][CH2:15][O:14][CH2:13][CH2:12]4)=[O:30])=[CH:26][CH:27]=3)[N:22]([C:32]3[N:37]=[CH:36][C:35]([C:38]4[CH:43]=[CH:42][CH:41]=[CH:40][CH:39]=4)=[CH:34][N:33]=3)[N:21]=2)[CH2:18][CH2:19]1. (2) Given the reactants Br[C:2]1[CH:14]=[CH:13][C:12]([Cl:15])=[CH:11][C:3]=1[CH2:4][N:5]1[N:9]=[N:8][C:7]([CH3:10])=[N:6]1.C1(C)C=CC=CC=1P(C1C=CC=CC=1C)C1C=CC=CC=1C.C(N(CC)CC)C.[C:45]([O:49][CH2:50][CH3:51])(=[O:48])[CH:46]=[CH2:47], predict the reaction product. The product is: [Cl:15][C:12]1[CH:13]=[CH:14][C:2](/[CH:47]=[CH:46]/[C:45]([O:49][CH2:50][CH3:51])=[O:48])=[C:3]([CH2:4][N:5]2[N:9]=[N:8][C:7]([CH3:10])=[N:6]2)[CH:11]=1. (3) Given the reactants Cl[CH2:2][CH2:3][CH2:4][S:5](Cl)(=[O:7])=[O:6].[NH2:9][CH2:10][C:11]1[N:12]([CH2:25][CH:26]([CH3:28])[CH3:27])[C:13]2[C:22]3[N:21]=[CH:20][CH:19]=[CH:18][C:17]=3[N:16]=[C:15]([NH2:23])[C:14]=2[N:24]=1.N12CCCN=C1CCCCC2.O, predict the reaction product. The product is: [O:6]=[S:5]1(=[O:7])[CH2:4][CH2:3][CH2:2][N:9]1[CH2:10][C:11]1[N:12]([CH2:25][CH:26]([CH3:28])[CH3:27])[C:13]2[C:22]3[N:21]=[CH:20][CH:19]=[CH:18][C:17]=3[N:16]=[C:15]([NH2:23])[C:14]=2[N:24]=1. (4) Given the reactants [NH2:1][C@@H:2]1[CH2:7][CH2:6][CH2:5][CH2:4][C@H:3]1[C:8]([OH:10])=[O:9].O.C([O-])([O-])=O.[Na+].[Na+].[S:18]1[CH:22]=[CH:21][CH:20]=[C:19]1[CH2:23][O:24][C:25](=O)[O:26]C1C=CC([N+]([O-])=O)=CC=1, predict the reaction product. The product is: [S:18]1[CH:22]=[CH:21][CH:20]=[C:19]1[CH2:23][O:24][C:25]([NH:1][C@H:2]1[CH2:7][CH2:6][CH2:5][CH2:4][C@H:3]1[C:8]([OH:10])=[O:9])=[O:26]. (5) Given the reactants [N+:1]([C:4]1(O)[CH:9]=[CH:8][CH:7]=[CH:6][CH:5]1[O:10]C)([O-:3])=[O:2].CN([CH:16]=[O:17])C.N#N.Br[CH:21]([CH3:23])[CH3:22], predict the reaction product. The product is: [CH:21]([O:10][C:5]1[C:6]([O:17][CH3:16])=[CH:7][CH:8]=[CH:9][C:4]=1[N+:1]([O-:3])=[O:2])([CH3:23])[CH3:22]. (6) Given the reactants [C:1](OC)(=[O:12])[C:2]1[CH:11]=[CH:10][C:5]([C:6](OC)=[O:7])=[CH:4][CH:3]=1.C1OC1.[OH:18][C:19]1[CH:24]=[CH:23][C:22]([C:25]([C:28]2[CH:33]=[CH:32][C:31]([OH:34])=[CH:30][CH:29]=2)([CH3:27])[CH3:26])=[CH:21][CH:20]=1.C1(CO)(CO)CCCCC1, predict the reaction product. The product is: [CH3:27][C:25]([C:22]1[CH:21]=[CH:20][C:19]([OH:18])=[CH:24][CH:23]=1)([C:28]1[CH:33]=[CH:32][C:31]([OH:34])=[CH:30][CH:29]=1)[CH3:26].[CH2:4]1[CH:5]([CH2:6][OH:7])[CH2:10][CH2:11][CH:2]([CH2:1][OH:12])[CH2:3]1. (7) The product is: [N:1]1([S:11]([C:14]2[CH:15]=[C:16]([N:20]3[C:29](=[O:30])[C:28]4[C:27]([CH:31]=[O:32])=[CH:26][CH:25]=[CH:24][C:23]=4[NH:22][C:21]3=[O:33])[CH:17]=[CH:18][CH:19]=2)(=[O:13])=[O:12])[C:10]2[C:5](=[CH:6][CH:7]=[CH:8][CH:9]=2)[CH2:4][CH2:3][CH2:2]1. Given the reactants [N:1]1([S:11]([C:14]2[CH:15]=[C:16]([N:20]3[C:29](=[O:30])[C:28]4[C:23](=[CH:24][CH:25]=[CH:26][C:27]=4[CH2:31][OH:32])[NH:22][C:21]3=[O:33])[CH:17]=[CH:18][CH:19]=2)(=[O:13])=[O:12])[C:10]2[C:5](=[CH:6][CH:7]=[CH:8][CH:9]=2)[CH2:4][CH2:3][CH2:2]1.CN(C=O)C, predict the reaction product. (8) The product is: [Br:19][C:15]1[CH:14]=[C:13]([N:12]([C:8]2[C:9]3[CH:10]=[N:11][C:2]([NH:22][CH3:20])=[CH:3][C:4]=3[N:5]=[CH:6][N:7]=2)[CH3:28])[CH:18]=[CH:17][CH:16]=1. Given the reactants F[C:2]1[N:11]=[CH:10][C:9]2[C:8]([NH:12][C:13]3[CH:18]=[CH:17][CH:16]=[C:15]([Br:19])[CH:14]=3)=[N:7][CH:6]=[N:5][C:4]=2[CH:3]=1.[CH2:20]([N:22](CC)CC)C.Cl.[CH3:28]N, predict the reaction product. (9) Given the reactants [CH2:1]([O:8][C:9]1[CH:14]=[CH:13][N:12]=[C:11]([NH2:15])[CH:10]=1)[C:2]1[CH:7]=[CH:6][CH:5]=[CH:4][CH:3]=1.CO[CH:18](OC)[N:19]([CH3:21])[CH3:20], predict the reaction product. The product is: [CH2:1]([O:8][C:9]1[CH:14]=[CH:13][N:12]=[C:11](/[N:15]=[CH:18]\[N:19]([CH3:21])[CH3:20])[CH:10]=1)[C:2]1[CH:3]=[CH:4][CH:5]=[CH:6][CH:7]=1. (10) The product is: [C:27]1([C:30]2[CH:31]=[CH:32][CH:33]=[CH:34][CH:35]=2)[CH:26]=[CH:25][C:24]([C:20]2[O:21][C:22]([CH3:23])=[C:18]([CH2:17][CH2:16][O:15][C:12]3[CH:13]=[CH:14][C:9]([O:8][C:5]([CH3:7])([CH3:6])[C:4]([OH:44])=[O:3])=[C:10]([CH2:36][CH2:37][C:38]4[CH:43]=[CH:42][CH:41]=[CH:40][CH:39]=4)[CH:11]=3)[N:19]=2)=[CH:29][CH:28]=1. Given the reactants C([O:3][C:4](=[O:44])[C:5]([O:8][C:9]1[CH:14]=[CH:13][C:12]([O:15][CH2:16][CH2:17][C:18]2[N:19]=[C:20]([C:24]3[CH:29]=[CH:28][C:27]([C:30]4[CH:35]=[CH:34][CH:33]=[CH:32][CH:31]=4)=[CH:26][CH:25]=3)[O:21][C:22]=2[CH3:23])=[CH:11][C:10]=1[CH2:36][CH2:37][C:38]1[CH:43]=[CH:42][CH:41]=[CH:40][CH:39]=1)([CH3:7])[CH3:6])C.[OH-].[Na+], predict the reaction product.